The task is: Predict the product of the given reaction.. This data is from Forward reaction prediction with 1.9M reactions from USPTO patents (1976-2016). Given the reactants [F:1][C:2]1[CH:3]=[C:4]([CH:36]=[CH:37][CH:38]=1)[CH2:5][C:6]1[CH:35]=[CH:34][C:9]([C:10]([NH:12][CH2:13][CH2:14][C:15]2[C:23]3[C:18](=[CH:19][C:20]([F:26])=[C:21]([F:25])[C:22]=3[F:24])[NH:17][C:16]=2[Si](CC)(CC)CC)=[O:11])=[CH:8][CH:7]=1, predict the reaction product. The product is: [F:1][C:2]1[CH:3]=[C:4]([CH:36]=[CH:37][CH:38]=1)[CH2:5][C:6]1[CH:35]=[CH:34][C:9]([C:10]([NH:12][CH2:13][CH2:14][C:15]2[C:23]3[C:18](=[CH:19][C:20]([F:26])=[C:21]([F:25])[C:22]=3[F:24])[NH:17][CH:16]=2)=[O:11])=[CH:8][CH:7]=1.